From a dataset of Forward reaction prediction with 1.9M reactions from USPTO patents (1976-2016). Predict the product of the given reaction. (1) Given the reactants [C:1]([N:5]1[CH2:32][CH2:31][CH2:30][CH2:29][C:8]2[C:9](Br)=[C:10]3[C:19]4[CH:18]=[C:17]([C:20]5[CH:21]=[N:22][CH:23]=[CH:24][CH:25]=5)[C:16]([O:26][CH3:27])=[CH:15][C:14]=4[CH2:13][CH2:12][N:11]3[C:7]=2[C:6]1=[O:33])([CH3:4])([CH3:3])[CH3:2].[O:34]1[CH2:39][CH:38]=[C:37](B2OC(C)(C)C(C)(C)O2)[CH2:36][CH2:35]1.C([O-])([O-])=O.[K+].[K+], predict the reaction product. The product is: [C:1]([N:5]1[CH2:32][CH2:31][CH2:30][CH2:29][C:8]2[C:9]([C:37]3[CH2:38][CH2:39][O:34][CH2:35][CH:36]=3)=[C:10]3[C:19]4[CH:18]=[C:17]([C:20]5[CH:21]=[N:22][CH:23]=[CH:24][CH:25]=5)[C:16]([O:26][CH3:27])=[CH:15][C:14]=4[CH2:13][CH2:12][N:11]3[C:7]=2[C:6]1=[O:33])([CH3:4])([CH3:3])[CH3:2]. (2) The product is: [CH3:1][O:2][C:3](=[O:22])[C:4]1[CH:5]=[CH:6][C:7]([O:10][C:11](=[O:21])[CH2:12][OH:13])=[CH:8][CH:9]=1. Given the reactants [CH3:1][O:2][C:3](=[O:22])[C:4]1[CH:9]=[CH:8][C:7]([O:10][C:11](=[O:21])[CH2:12][O:13]CC2C=CC=CC=2)=[CH:6][CH:5]=1, predict the reaction product. (3) Given the reactants [F:1][C:2]([F:24])([F:23])[C:3]1[CH:22]=[CH:21][CH:20]=[CH:19][C:4]=1[O:5][CH:6]1[CH2:11][CH2:10][N:9]([C:12]2[S:13][C:14]([C:17]#[N:18])=[CH:15][N:16]=2)[CH2:8][CH2:7]1.CCN(CC)CC.[SH2:32].CC[O-].[Na+].C(O)C, predict the reaction product. The product is: [F:24][C:2]([F:23])([F:1])[C:3]1[CH:22]=[CH:21][CH:20]=[CH:19][C:4]=1[O:5][CH:6]1[CH2:11][CH2:10][N:9]([C:12]2[S:13][C:14]([C:17](=[S:32])[NH2:18])=[CH:15][N:16]=2)[CH2:8][CH2:7]1. (4) Given the reactants [F:1][C:2]1[CH:3]=[C:4]([C@@H:9]2[CH2:13][N:12]([CH:14]([CH2:17][O:18][CH3:19])[CH2:15][OH:16])[CH2:11][C@H:10]2[NH:20]C(=O)OC(C)(C)C)[CH:5]=[CH:6][C:7]=1[F:8].[ClH:28], predict the reaction product. The product is: [ClH:28].[ClH:28].[NH2:20][C@H:10]1[C@H:9]([C:4]2[CH:5]=[CH:6][C:7]([F:8])=[C:2]([F:1])[CH:3]=2)[CH2:13][N:12]([CH:14]([CH2:17][O:18][CH3:19])[CH2:15][OH:16])[CH2:11]1. (5) Given the reactants [Cl:1][C:2]1[CH:3]=[C:4]([O:8][C:9]2[CH:14]=[CH:13][C:12]([N+:15]([O-])=O)=[CH:11][C:10]=2[C:18](=[O:21])[CH2:19][CH3:20])[CH:5]=[N:6][CH:7]=1.S(S([O-])=O)([O-])=O.[Na+].[Na+], predict the reaction product. The product is: [NH2:15][C:12]1[CH:13]=[CH:14][C:9]([O:8][C:4]2[CH:5]=[N:6][CH:7]=[C:2]([Cl:1])[CH:3]=2)=[C:10]([C:18](=[O:21])[CH2:19][CH3:20])[CH:11]=1. (6) Given the reactants [N:1]1[C:6]2[NH:7][CH:8]=[CH:9][C:5]=2[CH:4]=[N:3][CH:2]=1.[Br:10]Br, predict the reaction product. The product is: [Br:10][C:9]1[C:5]2[CH:4]=[N:3][CH:2]=[N:1][C:6]=2[NH:7][CH:8]=1. (7) Given the reactants [CH3:1][O:2][C:3](=[O:23])[C:4]1[CH:9]=[CH:8][C:7]([O:10][CH3:11])=[C:6]([NH:12][C:13](=[NH:22])[C:14]2[CH:19]=[CH:18][C:17]([F:20])=[CH:16][C:15]=2[F:21])[CH:5]=1.[O-]Cl.[Na+], predict the reaction product. The product is: [CH3:1][O:2][C:3]([C:4]1[C:5]2[N:22]=[C:13]([C:14]3[CH:19]=[CH:18][C:17]([F:20])=[CH:16][C:15]=3[F:21])[NH:12][C:6]=2[C:7]([O:10][CH3:11])=[CH:8][CH:9]=1)=[O:23].